Dataset: Catalyst prediction with 721,799 reactions and 888 catalyst types from USPTO. Task: Predict which catalyst facilitates the given reaction. (1) Product: [CH3:1][O:2][C:3](=[O:15])[CH2:4][N:5]1[C:13]2[C:8](=[CH:9][C:10]([O:14][CH2:19][CH2:18][CH2:17][Br:16])=[CH:11][CH:12]=2)[CH:7]=[CH:6]1. The catalyst class is: 3. Reactant: [CH3:1][O:2][C:3](=[O:15])[CH2:4][N:5]1[C:13]2[C:8](=[CH:9][C:10]([OH:14])=[CH:11][CH:12]=2)[CH:7]=[CH:6]1.[Br:16][CH2:17][CH2:18][CH2:19]Br.C([O-])([O-])=O.[Cs+].[Cs+]. (2) Reactant: [Cl:1][C:2]1[CH:7]=[CH:6][CH:5]=[CH:4][C:3]=1[CH:8]([O:10][C:11](=[O:27])[NH:12][C:13]1[C:14]([CH3:26])=[N:15][O:16][C:17]=1[C:18]1[CH:23]=[CH:22][C:21]([CH2:24]Cl)=[CH:20][CH:19]=1)[CH3:9].[C:28]([C:31]1[CH:32]=[C:33](B(O)O)[CH:34]=[CH:35][CH:36]=1)([OH:30])=[O:29].C(=O)([O-])[O-].[K+].[K+]. Product: [Cl:1][C:2]1[CH:7]=[CH:6][CH:5]=[CH:4][C:3]=1[CH:8]([O:10][C:11]([NH:12][C:13]1[C:14]([CH3:26])=[N:15][O:16][C:17]=1[C:18]1[CH:23]=[CH:22][C:21]([CH2:24][C:35]2[CH:36]=[C:31]([CH:32]=[CH:33][CH:34]=2)[C:28]([OH:30])=[O:29])=[CH:20][CH:19]=1)=[O:27])[CH3:9]. The catalyst class is: 276. (3) Reactant: Br[C:2]1[CH:7]=[CH:6][C:5]([C:8]#[C:9][CH3:10])=[CH:4][CH:3]=1.BrC1C=C(OCC)C=CC=1.[OH:21][CH2:22][C:23]1[CH:28]=[CH:27][C:26](B(O)O)=[CH:25][CH:24]=1.C(=O)([O-])[O-].[Na+].[Na+]. Product: [C:8]([C:5]1[CH:6]=[CH:7][C:2]([C:26]2[CH:27]=[CH:28][C:23]([CH2:22][OH:21])=[CH:24][CH:25]=2)=[CH:3][CH:4]=1)#[C:9][CH3:10]. The catalyst class is: 73. (4) Reactant: [Cl:1][C:2]1[CH:23]=[CH:22][C:5]([CH2:6][N:7]2[C:15]3[C:10](=[CH:11][CH:12]=[CH:13][C:14]=3[CH3:16])[CH:9]=[C:8]2[C:17]([O:19]CC)=[O:18])=[CH:4][CH:3]=1.[OH-].[K+].Cl. Product: [Cl:1][C:2]1[CH:23]=[CH:22][C:5]([CH2:6][N:7]2[C:15]3[C:10](=[CH:11][CH:12]=[CH:13][C:14]=3[CH3:16])[CH:9]=[C:8]2[C:17]([OH:19])=[O:18])=[CH:4][CH:3]=1. The catalyst class is: 14. (5) Reactant: [CH3:1][O:2][C:3]1[C:4]([CH3:12])=[C:5]([CH:9]=[CH:10][CH:11]=1)[C:6]([OH:8])=O.[NH:13]1[CH2:18][CH2:17][O:16][CH2:15][CH2:14]1.Cl.C(N=C=NCCCN(C)C)C.ON1C2C=CC=CC=2N=N1. Product: [CH3:1][O:2][C:3]1[C:4]([CH3:12])=[C:5]([C:6]([N:13]2[CH2:18][CH2:17][O:16][CH2:15][CH2:14]2)=[O:8])[CH:9]=[CH:10][CH:11]=1. The catalyst class is: 526. (6) Reactant: [Cl:1][C:2]1[CH:3]=[C:4]([NH:9][C:10]2[C:19]3[C:14](=[CH:15][C:16]([O:22][CH:23]4[CH2:28][O:27][CH2:26][CH2:25][N:24]4[C:29]([O-])=O)=[C:17]([O:20][CH3:21])[CH:18]=3)[N:13]=[CH:12][N:11]=2)[CH:5]=[CH:6][C:7]=1[Cl:8].Cl.C(OCC)C. Product: [Cl:1][C:2]1[CH:3]=[C:4]([NH:9][C:10]2[C:19]3[C:14](=[CH:15][C:16]([O:22][CH2:23][CH:28]4[O:27][CH2:26][CH2:25][NH:24][CH2:29]4)=[C:17]([O:20][CH3:21])[CH:18]=3)[N:13]=[CH:12][N:11]=2)[CH:5]=[CH:6][C:7]=1[Cl:8]. The catalyst class is: 71. (7) Reactant: [BH4-].[Na+].[Cl:3][C:4]1[CH:5]=[N:6][CH:7]=[CH:8][C:9]=1[CH:10]=[O:11].O. Product: [Cl:3][C:4]1[CH:5]=[N:6][CH:7]=[CH:8][C:9]=1[CH2:10][OH:11]. The catalyst class is: 5.